From a dataset of Forward reaction prediction with 1.9M reactions from USPTO patents (1976-2016). Predict the product of the given reaction. (1) The product is: [CH2:1]([O:3][C:4](=[O:23])[C:5]1[CH:10]=[CH:9][C:8]([O:11][C:12]2[CH:17]=[CH:16][C:15]([B:24]3[O:28][C:27]([CH3:30])([CH3:29])[C:26]([CH3:32])([CH3:31])[O:25]3)=[C:14]([CH:19]=[O:20])[CH:13]=2)=[CH:7][C:6]=1[O:21][CH3:22])[CH3:2]. Given the reactants [CH2:1]([O:3][C:4](=[O:23])[C:5]1[CH:10]=[CH:9][C:8]([O:11][C:12]2[CH:17]=[CH:16][C:15](Br)=[C:14]([CH:19]=[O:20])[CH:13]=2)=[CH:7][C:6]=1[O:21][CH3:22])[CH3:2].[B:24]1([B:24]2[O:28][C:27]([CH3:30])([CH3:29])[C:26]([CH3:32])([CH3:31])[O:25]2)[O:28][C:27]([CH3:30])([CH3:29])[C:26]([CH3:32])([CH3:31])[O:25]1.C([O-])(=O)C.[K+], predict the reaction product. (2) Given the reactants CS(O)(=O)=O.[CH:6]1[C:11]([OH:12])=[CH:10][CH:9]=[CH:8][C:7]=1[CH3:13].[F:14][C:15]1[CH:16]=[C:17]([C:21](=O)[CH2:22][C:23](OCC)=[O:24])[CH:18]=[CH:19][CH:20]=1, predict the reaction product. The product is: [F:14][C:15]1[CH:16]=[C:17]([C:21]2[C:10]3[C:11](=[CH:6][C:7]([CH3:13])=[CH:8][CH:9]=3)[O:12][C:23](=[O:24])[CH:22]=2)[CH:18]=[CH:19][CH:20]=1. (3) Given the reactants [Cl:1][C:2]1[CH:7]=[CH:6][CH:5]=[C:4]([F:8])[C:3]=1[NH:9][C:10]1[NH:11][C:12]2[C:18]3[CH2:19][C:20]([CH3:23])([CH3:22])[O:21][C:17]=3[C:16]([C:24]([OH:26])=O)=[CH:15][C:13]=2[N:14]=1.S(Cl)(Cl)=O.[F:31][C:32]([F:44])([F:43])[C:33]1[CH:38]=[CH:37][C:36]([C:39]2([NH2:42])[CH2:41][CH2:40]2)=[CH:35][CH:34]=1.CCN(C(C)C)C(C)C, predict the reaction product. The product is: [Cl:1][C:2]1[CH:7]=[CH:6][CH:5]=[C:4]([F:8])[C:3]=1[NH:9][C:10]1[NH:11][C:12]2[C:18]3[CH2:19][C:20]([CH3:23])([CH3:22])[O:21][C:17]=3[C:16]([C:24]([NH:42][C:39]3([C:36]4[CH:37]=[CH:38][C:33]([C:32]([F:31])([F:43])[F:44])=[CH:34][CH:35]=4)[CH2:41][CH2:40]3)=[O:26])=[CH:15][C:13]=2[N:14]=1. (4) Given the reactants [CH3:1][C:2]1[N:7]=[C:6]([NH2:8])[CH:5]=[C:4]([CH3:9])[N:3]=1.Br[C:11]1[C:12](=[O:19])[N:13]([CH3:18])[CH:14]=[C:15]([Br:17])[CH:16]=1.CC1(C)C2C(=C(P(C3C=CC=CC=3)C3C=CC=CC=3)C=CC=2)OC2C(P(C3C=CC=CC=3)C3C=CC=CC=3)=CC=CC1=2.C(=O)([O-])[O-].[Cs+].[Cs+], predict the reaction product. The product is: [Br:17][C:15]1[CH:16]=[C:11]([NH:8][C:6]2[CH:5]=[C:4]([CH3:9])[N:3]=[C:2]([CH3:1])[N:7]=2)[C:12](=[O:19])[N:13]([CH3:18])[CH:14]=1. (5) Given the reactants Cl[S:2]([CH2:5][CH2:6][CH2:7][NH:8][C:9](=[O:11])[CH3:10])(=[O:4])=[O:3].[CH3:12][C:13]([CH3:26])([CH2:16][CH2:17][O:18][CH2:19][C:20]1[CH:25]=[CH:24][CH:23]=[CH:22][CH:21]=1)[CH2:14][OH:15].C(N(CC)CC)C, predict the reaction product. The product is: [C:9]([NH:8][CH2:7][CH2:6][CH2:5][S:2]([O:15][CH2:14][C:13]([CH3:26])([CH3:12])[CH2:16][CH2:17][O:18][CH2:19][C:20]1[CH:25]=[CH:24][CH:23]=[CH:22][CH:21]=1)(=[O:4])=[O:3])(=[O:11])[CH3:10]. (6) Given the reactants [Cl:1][C:2]1[CH:7]=[C:6]([Cl:8])[CH:5]=[CH:4][C:3]=1[C@H:9]1[C@H:18]([C:19]([NH:21][CH:22]([C:24]2[CH:29]=[CH:28][CH:27]=[C:26]([CH2:30][OH:31])[N:25]=2)[CH3:23])=[O:20])[C:17]2[C:12](=[CH:13][CH:14]=[CH:15][CH:16]=2)[C:11](=[O:32])[N:10]1[C@H:33]1[CH2:38][CH2:37][CH2:36][CH2:35][C@@H:34]1[NH:39][S:40]([CH3:43])(=[O:42])=[O:41].C(N(CC)CC)C.[C:51](OC(=O)C)(=[O:53])[CH3:52], predict the reaction product. The product is: [C:51]([O:31][CH2:30][C:26]1[CH:27]=[CH:28][CH:29]=[C:24]([CH:22]([NH:21][C:19]([C@@H:18]2[C:17]3[C:12](=[CH:13][CH:14]=[CH:15][CH:16]=3)[C:11](=[O:32])[N:10]([C@H:33]3[CH2:38][CH2:37][CH2:36][CH2:35][C@@H:34]3[NH:39][S:40]([CH3:43])(=[O:41])=[O:42])[C@H:9]2[C:3]2[CH:4]=[CH:5][C:6]([Cl:8])=[CH:7][C:2]=2[Cl:1])=[O:20])[CH3:23])[N:25]=1)(=[O:53])[CH3:52]. (7) Given the reactants [CH:1]12[NH:12][CH:9]([CH2:10][CH2:11]1)[CH2:8][C:7]1[CH:6]=[CH:5][C:4]([NH:13][C:14]3[N:19]=[C:18]([NH:20][C:21]4[C:30]([Cl:31])=[CH:29][CH:28]=[CH:27][C:22]=4[C:23]([NH:25][CH3:26])=[O:24])[C:17]([Cl:32])=[CH:16][N:15]=3)=[CH:3][C:2]2=1.Br[CH2:34][CH2:35][O:36][CH3:37], predict the reaction product. The product is: [Cl:31][C:30]1[C:21]([NH:20][C:18]2[C:17]([Cl:32])=[CH:16][N:15]=[C:14]([NH:13][C:4]3[CH:5]=[CH:6][C:7]4[CH2:8][CH:9]5[N:12]([CH2:34][CH2:35][O:36][CH3:37])[CH:1]([CH2:11][CH2:10]5)[C:2]=4[CH:3]=3)[N:19]=2)=[C:22]([CH:27]=[CH:28][CH:29]=1)[C:23]([NH:25][CH3:26])=[O:24].